Predict which catalyst facilitates the given reaction. From a dataset of Catalyst prediction with 721,799 reactions and 888 catalyst types from USPTO. (1) Reactant: [Br:1][C:2]1[C:3]([O:11][CH3:12])=[C:4]([CH:8]=[CH:9][CH:10]=1)[C:5]([OH:7])=[O:6].[CH3:13]O. Product: [CH3:13][O:6][C:5](=[O:7])[C:4]1[CH:8]=[CH:9][CH:10]=[C:2]([Br:1])[C:3]=1[O:11][CH3:12]. The catalyst class is: 65. (2) Reactant: C(OC([N:8]1[CH2:13][CH2:12][CH:11]([NH:14][C:15]2[CH:20]=[CH:19][C:18]([NH:21][C:22]([NH:24][C:25]3[N:26]([C:34]4[CH:39]=[CH:38][C:37]([CH3:40])=[CH:36][CH:35]=4)[N:27]=[C:28]([C:30]([CH3:33])([CH3:32])[CH3:31])[CH:29]=3)=[O:23])=[CH:17][N:16]=2)[CH2:10][CH2:9]1)=O)(C)(C)C.Cl. Product: [C:30]([C:28]1[CH:29]=[C:25]([NH:24][C:22]([NH:21][C:18]2[CH:17]=[N:16][C:15]([NH:14][CH:11]3[CH2:10][CH2:9][NH:8][CH2:13][CH2:12]3)=[CH:20][CH:19]=2)=[O:23])[N:26]([C:34]2[CH:39]=[CH:38][C:37]([CH3:40])=[CH:36][CH:35]=2)[N:27]=1)([CH3:33])([CH3:31])[CH3:32]. The catalyst class is: 28. (3) Reactant: [C:1]1(=O)[CH2:6][CH2:5][CH2:4][CH2:3][CH2:2]1.[N+:8](=[CH:10][C:11]([O:13][CH2:14][CH3:15])=[O:12])=[N-:9].N1CCCC1. Product: [NH:9]1[C:1]2[CH2:6][CH2:5][CH2:4][CH2:3][C:2]=2[C:10]([C:11]([O:13][CH2:14][CH3:15])=[O:12])=[N:8]1. The catalyst class is: 58. (4) Reactant: [CH3:1][O:2][C@@:3]([CH3:16])([CH2:13][CH2:14][CH3:15])[CH2:4][O:5]CC1C=CC=CC=1. Product: [CH3:1][O:2][C@@:3]([CH3:16])([CH2:13][CH2:14][CH3:15])[CH2:4][OH:5]. The catalyst class is: 833.